Dataset: Drug-target binding data from BindingDB using Ki measurements. Task: Regression. Given a target protein amino acid sequence and a drug SMILES string, predict the binding affinity score between them. We predict pKi (pKi = -log10(Ki in M); higher means stronger inhibition). Dataset: bindingdb_ki. (1) The target protein (Q6TEK4) has sequence MGTTWRSPGRLRLALCLAGLALSLYALHVKAARARNEDYRALCDVGTAISCSRVFSSRWGRGFGLVEHVLGADSILNQSNSIFGCMFYTIQLLLGCLRGRWASILLILSSLVSVAGSLYLAWILFFVLYDFCIVCITTYAINAGLMLLSFQKVPEHKVKKP. The compound is CCCCCCCCCCCC(c1ccc(Cl)cc1)c1c(O)c2ccccc2oc1=O. The pKi is 7.7. (2) The small molecule is S=C(NC1CCCCC1)N1CCC(c2cnc[nH]2)CC1. The target protein sequence is FLLNLAISDFLVGAFCIPLYVPYVLTGRWPFSRGLCKLWLVVDYLLCTSSVFNIVLISYDRFLSVTRAVSYRAQQGDTRRAVQKMVLVWVLAFLLYGPAILSWEHLSGGSSIPEGHCYAEFFYNWYFLITASTLEFFTPFLSVTFFN. The pKi is 8.2.